Dataset: Full USPTO retrosynthesis dataset with 1.9M reactions from patents (1976-2016). Task: Predict the reactants needed to synthesize the given product. Given the product [F:18][C:15]([F:16])([F:17])[C:7]1[CH:6]=[C:5]([CH:10]=[C:9]([C:11]([F:13])([F:14])[F:12])[CH:8]=1)[CH2:4][N:1]1[C:46]([C:47]2[CH:48]=[CH:49][N:50]=[CH:51][CH:52]=2)=[C:45]([C:40]2[C:39]([C:37]([C:32]3[CH:33]=[CH:34][CH:35]=[CH:36][C:31]=3[Cl:30])=[O:38])=[CH:44][CH:43]=[CH:42][N:41]=2)[N:3]=[N:2]1, predict the reactants needed to synthesize it. The reactants are: [N:1]([CH2:4][C:5]1[CH:10]=[C:9]([C:11]([F:14])([F:13])[F:12])[CH:8]=[C:7]([C:15]([F:18])([F:17])[F:16])[CH:6]=1)=[N+:2]=[N-:3].C(=O)([O-])[O-].[K+].[K+].P(O)(O)(O)=O.[Cl:30][C:31]1[CH:36]=[CH:35][CH:34]=[CH:33][C:32]=1[C:37]([C:39]1[C:40]([CH:45]=[C:46](O)[C:47]2[CH:52]=[CH:51][N:50]=[CH:49][CH:48]=2)=[N:41][CH:42]=[CH:43][CH:44]=1)=[O:38].[OH-].[Na+].